This data is from NCI-60 drug combinations with 297,098 pairs across 59 cell lines. The task is: Regression. Given two drug SMILES strings and cell line genomic features, predict the synergy score measuring deviation from expected non-interaction effect. Drug 1: C1CCN(CC1)CCOC2=CC=C(C=C2)C(=O)C3=C(SC4=C3C=CC(=C4)O)C5=CC=C(C=C5)O. Drug 2: CC1=C2C(C(=O)C3(C(CC4C(C3C(C(C2(C)C)(CC1OC(=O)C(C(C5=CC=CC=C5)NC(=O)OC(C)(C)C)O)O)OC(=O)C6=CC=CC=C6)(CO4)OC(=O)C)OC)C)OC. Cell line: U251. Synergy scores: CSS=66.8, Synergy_ZIP=18.5, Synergy_Bliss=18.3, Synergy_Loewe=-14.1, Synergy_HSA=18.3.